Dataset: Catalyst prediction with 721,799 reactions and 888 catalyst types from USPTO. Task: Predict which catalyst facilitates the given reaction. (1) Reactant: Cl[C:2]1[N:7]=[CH:6][NH:5][C:4]2=[N:8][CH:9]=[CH:10][C:3]=12.O(C(C)(C)C)[K].C1COCC1.[C:22]1([CH2:28][SH:29])[CH:27]=[CH:26][CH:25]=[CH:24][CH:23]=1. Product: [CH2:28]([S:29][C:2]1[C:3]2[CH:10]=[CH:9][NH:8][C:4]=2[N:5]=[CH:6][N:7]=1)[C:22]1[CH:27]=[CH:26][CH:25]=[CH:24][CH:23]=1. The catalyst class is: 32. (2) Product: [CH2:20]([NH:27][C@H:11]1[CH2:10][CH2:9][N:8]([C:13]([O:15][C:16]([CH3:19])([CH3:18])[CH3:17])=[O:14])[CH2:7][C@H:6]1[O:5][CH2:4][CH2:3][CH2:2][F:1])[C:21]1[CH:26]=[CH:25][CH:24]=[CH:23][CH:22]=1. The catalyst class is: 26. Reactant: [F:1][CH2:2][CH2:3][CH2:4][O:5][CH:6]1[C:11](=O)[CH2:10][CH2:9][N:8]([C:13]([O:15][C:16]([CH3:19])([CH3:18])[CH3:17])=[O:14])[CH2:7]1.[CH2:20]([NH2:27])[C:21]1[CH:26]=[CH:25][CH:24]=[CH:23][CH:22]=1.C(O[BH-](OC(=O)C)OC(=O)C)(=O)C.[Na+]. (3) Reactant: [F:1][C:2]1[CH:7]=[CH:6][C:5]([S:8]([NH:11][C:12]2[C:17]([C:18]([O:20]CC3C=CC=CC=3)=[O:19])=[C:16]([CH3:28])[C:15]([CH2:29][OH:30])=[CH:14][CH:13]=2)(=[O:10])=[O:9])=[CH:4][CH:3]=1. Product: [F:1][C:2]1[CH:3]=[CH:4][C:5]([S:8]([NH:11][C:12]2[C:17]([C:18]([OH:20])=[O:19])=[C:16]([CH3:28])[C:15]([CH2:29][OH:30])=[CH:14][CH:13]=2)(=[O:9])=[O:10])=[CH:6][CH:7]=1. The catalyst class is: 19. (4) Reactant: Br[C:2]1[CH:22]=[CH:21][C:5]([CH2:6][S:7]([NH:10][C:11]2[CH:19]=[CH:18][C:14]([C:15]([OH:17])=[O:16])=[C:13]([OH:20])[CH:12]=2)(=[O:9])=[O:8])=[CH:4][CH:3]=1.[C:23]1(B(O)O)[CH:28]=[CH:27][CH:26]=[CH:25][CH:24]=1.CCN(C(C)C)C(C)C.C(Cl)Cl. Product: [C:2]1([C:23]2[CH:28]=[CH:27][CH:26]=[CH:25][CH:24]=2)[CH:22]=[CH:21][C:5]([CH2:6][S:7]([NH:10][C:11]2[CH:19]=[CH:18][C:14]([C:15]([OH:17])=[O:16])=[C:13]([OH:20])[CH:12]=2)(=[O:9])=[O:8])=[CH:4][CH:3]=1. The catalyst class is: 140.